The task is: Predict the product of the given reaction.. This data is from Forward reaction prediction with 1.9M reactions from USPTO patents (1976-2016). (1) Given the reactants [C:1]([O:5][C:6]([NH:8][CH:9]([CH2:25][C:26]1[S:27][CH:28]=[CH:29][C:30]=1[F:31])[C:10]([NH:12][C@:13]1([C:22]([OH:24])=O)[CH2:15][C@@H:14]1[C:16]1[CH:21]=[CH:20][CH:19]=[CH:18][CH:17]=1)=[O:11])=[O:7])([CH3:4])([CH3:3])[CH3:2].C[N:33](C(ON1N=NC2C=CC=NC1=2)=[N+](C)C)C.F[P-](F)(F)(F)(F)F.[OH-].[NH4+], predict the reaction product. The product is: [C:1]([O:5][C:6](=[O:7])[NH:8][CH:9]([CH2:25][C:26]1[S:27][CH:28]=[CH:29][C:30]=1[F:31])[C:10]([NH:12][C@:13]1([C:22]([NH2:33])=[O:24])[CH2:15][C@@H:14]1[C:16]1[CH:21]=[CH:20][CH:19]=[CH:18][CH:17]=1)=[O:11])([CH3:2])([CH3:3])[CH3:4]. (2) Given the reactants [Na].[NH2:2][C:3]1[CH:4]=[C:5]([OH:12])[C:6](=[CH:10][CH:11]=1)[C:7]([O-:9])=[O:8].Cl[C:14]([O:16][CH2:17][C:18]1[CH:23]=[CH:22][CH:21]=[CH:20][CH:19]=1)=[O:15].Cl, predict the reaction product. The product is: [CH2:17]([O:16][C:14]([NH:2][C:3]1[CH:11]=[CH:10][C:6]([C:7]([OH:9])=[O:8])=[C:5]([OH:12])[CH:4]=1)=[O:15])[C:18]1[CH:23]=[CH:22][CH:21]=[CH:20][CH:19]=1. (3) Given the reactants [C:1]1([C:11]([CH2:13][CH2:14][CH2:15][CH2:16][CH2:17][CH2:18][C:19]([OH:21])=O)=[O:12])[C:10]2[C:5](=[CH:6][CH:7]=[CH:8][CH:9]=2)[CH:4]=[CH:3][CH:2]=1.[NH2:22][OH:23].Cl, predict the reaction product. The product is: [OH:23][NH:22][C:19](=[O:21])[CH2:18][CH2:17][CH2:16][CH2:15][CH2:14][CH2:13][C:11]([C:1]1[C:10]2[C:5](=[CH:6][CH:7]=[CH:8][CH:9]=2)[CH:4]=[CH:3][CH:2]=1)=[O:12]. (4) Given the reactants [C:1]([C:4]1[CH:27]=[CH:26][C:7]([O:8][CH2:9][C:10]2[CH:15]=[CH:14][C:13]([CH:16]([OH:25])[C:17]3[CH:18]=[N:19][CH:20]=[C:21]([CH:24]=3)[C:22]#[N:23])=[CH:12][CH:11]=2)=[C:6]([CH2:28][CH2:29][CH3:30])[C:5]=1[OH:31])(=[O:3])[CH3:2].[N-:32]=[N+:33]=[N-:34].[Na+].Cl.C(N(CC)CC)C, predict the reaction product. The product is: [OH:31][C:5]1[C:6]([CH2:28][CH2:29][CH3:30])=[C:7]([O:8][CH2:9][C:10]2[CH:11]=[CH:12][C:13]([CH:16]([OH:25])[C:17]3[CH:18]=[N:19][CH:20]=[C:21]([C:22]4[N:32]=[N:33][NH:34][N:23]=4)[CH:24]=3)=[CH:14][CH:15]=2)[CH:26]=[CH:27][C:4]=1[C:1](=[O:3])[CH3:2]. (5) The product is: [NH2:10][C:5]1[C:4]([O:13][CH3:14])=[C:3]([OH:15])[C:2]([Br:1])=[CH:9][C:6]=1[CH:7]=[O:8]. Given the reactants [Br:1][C:2]1[C:3]([OH:15])=[C:4]([O:13][CH3:14])[C:5]([N+:10]([O-])=O)=[C:6]([CH:9]=1)[CH:7]=[O:8].O, predict the reaction product. (6) The product is: [CH2:1]([O:3][C:4]([C:6]1[CH:10]=[C:9]([NH:11][CH2:19][C:20](=[O:25])[C:21]([CH3:24])([CH3:23])[CH3:22])[N:8]([C:12]2[CH:17]=[CH:16][CH:15]=[CH:14][CH:13]=2)[N:7]=1)=[O:5])[CH3:2]. Given the reactants [CH2:1]([O:3][C:4]([C:6]1[CH:10]=[C:9]([NH2:11])[N:8]([C:12]2[CH:17]=[CH:16][CH:15]=[CH:14][CH:13]=2)[N:7]=1)=[O:5])[CH3:2].Br[CH2:19][C:20](=[O:25])[C:21]([CH3:24])([CH3:23])[CH3:22].C([O-])([O-])=O.[Cs+].[Cs+], predict the reaction product. (7) Given the reactants Br[C:2]1[CH:7]=[CH:6][C:5]([Cl:8])=[C:4]([CH2:9][C:10]2[CH:15]=[CH:14][C:13]([CH:16]=[CH2:17])=[CH:12][CH:11]=2)[CH:3]=1.[Li]CCCC.[CH2:23]([O:30][C@@H:31]1[C@@H:36]([O:37][CH2:38][C:39]2[CH:44]=[CH:43][CH:42]=[CH:41][CH:40]=2)[C@H:35]([O:45][CH2:46][C:47]2[CH:52]=[CH:51][CH:50]=[CH:49][CH:48]=2)[C@@H:34]([CH2:53][O:54][CH2:55][C:56]2[CH:61]=[CH:60][CH:59]=[CH:58][CH:57]=2)[O:33][C:32]1=[O:62])[C:24]1[CH:29]=[CH:28][CH:27]=[CH:26][CH:25]=1, predict the reaction product. The product is: [CH2:23]([O:30][C@@H:31]1[C@@H:36]([O:37][CH2:38][C:39]2[CH:44]=[CH:43][CH:42]=[CH:41][CH:40]=2)[C@H:35]([O:45][CH2:46][C:47]2[CH:48]=[CH:49][CH:50]=[CH:51][CH:52]=2)[C@@H:34]([CH2:53][O:54][CH2:55][C:56]2[CH:57]=[CH:58][CH:59]=[CH:60][CH:61]=2)[O:33][C:32]1([C:2]1[CH:7]=[CH:6][C:5]([Cl:8])=[C:4]([CH2:9][C:10]2[CH:15]=[CH:14][C:13]([CH:16]=[CH2:17])=[CH:12][CH:11]=2)[CH:3]=1)[OH:62])[C:24]1[CH:29]=[CH:28][CH:27]=[CH:26][CH:25]=1. (8) Given the reactants [NH:1]1[CH2:6][CH2:5][NH:4][CH2:3][C:2]1=[O:7].C1C=CC2N(O)N=NC=2C=1.[CH3:18][C:19]1[CH:20]=[C:21]([C:36]2[CH:37]=[CH:38][C:39]([C:42](O)=[O:43])=[N:40][CH:41]=2)[CH:22]=[C:23]([NH:25][C:26]2[N:31]=[C:30]([C:32]([F:35])([F:34])[F:33])[CH:29]=[CH:28][N:27]=2)[CH:24]=1, predict the reaction product. The product is: [CH3:18][C:19]1[CH:20]=[C:21]([C:36]2[CH:37]=[CH:38][C:39]([C:42]([N:4]3[CH2:5][CH2:6][NH:1][C:2](=[O:7])[CH2:3]3)=[O:43])=[N:40][CH:41]=2)[CH:22]=[C:23]([NH:25][C:26]2[N:31]=[C:30]([C:32]([F:35])([F:34])[F:33])[CH:29]=[CH:28][N:27]=2)[CH:24]=1.